Dataset: Peptide-MHC class I binding affinity with 185,985 pairs from IEDB/IMGT. Task: Regression. Given a peptide amino acid sequence and an MHC pseudo amino acid sequence, predict their binding affinity value. This is MHC class I binding data. The peptide sequence is GMHILLPLY. The MHC is HLA-B08:01 with pseudo-sequence HLA-B08:01. The binding affinity (normalized) is 0.